This data is from Forward reaction prediction with 1.9M reactions from USPTO patents (1976-2016). The task is: Predict the product of the given reaction. Given the reactants [C:1](Cl)(Cl)=O.C1(C)C=CC=CC=1.[NH:12]1[CH2:17][CH2:16][O:15][CH2:14][CH2:13]1.CCOP(O)N(C(C)C)C(C)C.[Cl:30][C:31]1[CH:36]=[CH:35][CH:34]=[C:33]([Cl:37])[C:32]=1[C:38]1[NH:39][C:40]2[CH:46]=[C:45]([C:47]([NH:49][NH2:50])=[O:48])[CH:44]=[CH:43][C:41]=2[N:42]=1.CC[N+](S(N=C(OC)[O-])(=O)=O)(CC)CC, predict the reaction product. The product is: [Cl:30][C:31]1[CH:36]=[CH:35][CH:34]=[C:33]([Cl:37])[C:32]=1[C:38]1[NH:39][C:40]2[CH:46]=[C:45]([C:47]3[O:48][C:1]([N:12]4[CH2:17][CH2:16][O:15][CH2:14][CH2:13]4)=[N:50][N:49]=3)[CH:44]=[CH:43][C:41]=2[N:42]=1.